From a dataset of Full USPTO retrosynthesis dataset with 1.9M reactions from patents (1976-2016). Predict the reactants needed to synthesize the given product. (1) Given the product [Cl:31][C:26]1[CH:25]=[C:24]([N:19]2[CH2:20][CH2:21][C:22](=[O:23])[N:16]([C@H:4]([CH2:3][OH:2])[CH2:5][CH2:6][N:7]3[CH2:14][CH2:13][C:10]4([CH2:12][CH2:11]4)[C@H:9]([OH:15])[CH2:8]3)[CH2:17][CH2:18]2)[CH:29]=[CH:28][C:27]=1[Cl:30], predict the reactants needed to synthesize it. The reactants are: C[O:2][C:3](=O)[C@@H:4]([N:16]1[C:22](=[O:23])[CH2:21][CH2:20][N:19]([C:24]2[CH:29]=[CH:28][C:27]([Cl:30])=[C:26]([Cl:31])[CH:25]=2)[CH2:18][CH2:17]1)[CH2:5][CH2:6][N:7]1[CH2:14][CH2:13][C:10]2([CH2:12][CH2:11]2)[C@H:9]([OH:15])[CH2:8]1.[Li+].[BH4-].OS([O-])(=O)=O.[K+].C([O-])(O)=O.[Na+]. (2) Given the product [NH2:21][C:11]1[CH:12]=[C:13]([NH:16][C:17](=[O:20])[O:18][CH3:19])[CH:14]=[CH:15][C:10]=1[NH:9][CH2:8][CH:5]1[CH2:6][CH2:7][C:2]([F:24])([F:1])[CH2:3][CH2:4]1, predict the reactants needed to synthesize it. The reactants are: [F:1][C:2]1([F:24])[CH2:7][CH2:6][CH:5]([CH2:8][NH:9][C:10]2[CH:15]=[CH:14][C:13]([NH:16][C:17](=[O:20])[O:18][CH3:19])=[CH:12][C:11]=2[N+:21]([O-])=O)[CH2:4][CH2:3]1. (3) Given the product [CH3:35][C:34]([Si:31]([CH3:33])([CH3:32])[O:22][CH2:21][CH:9]1[CH2:10][N:11]([CH2:14][C:15]2[CH:20]=[CH:19][CH:18]=[CH:17][CH:16]=2)[CH2:12][CH2:13][N:8]1[CH2:7][C:1]1[CH:2]=[CH:3][CH:4]=[CH:5][CH:6]=1)([CH3:37])[CH3:36], predict the reactants needed to synthesize it. The reactants are: [C:1]1([CH2:7][N:8]2[CH2:13][CH2:12][N:11]([CH2:14][C:15]3[CH:20]=[CH:19][CH:18]=[CH:17][CH:16]=3)[CH2:10][CH:9]2[CH2:21][OH:22])[CH:6]=[CH:5][CH:4]=[CH:3][CH:2]=1.C(N(CC)CC)C.Cl[Si:31]([C:34]([CH3:37])([CH3:36])[CH3:35])([CH3:33])[CH3:32]. (4) Given the product [C:37]([OH:38])(=[O:36])[CH3:40].[C:1]1([C:44]2[CH:45]=[CH:46][CH:47]=[CH:48][CH:49]=2)[CH:2]=[CH:3][C:4]([NH:7][C:8]([NH:10][C:11]2[CH:16]=[CH:15][CH:14]=[C:13]([CH2:17][O:18][CH2:19][CH2:20][O:21][CH2:22][CH2:23][CH2:24][CH2:25][CH2:26][CH2:27][NH:28][CH2:29][C@H:30]([OH:31])[C:32]3[CH:43]=[CH:42][C:35]([OH:36])=[C:34]([CH2:39][OH:38])[CH:33]=3)[CH:12]=2)=[O:9])=[CH:5][CH:6]=1, predict the reactants needed to synthesize it. The reactants are: [C:1]1([C:44]2[CH:49]=[CH:48][CH:47]=[CH:46][CH:45]=2)[CH:6]=[CH:5][C:4]([NH:7][C:8]([NH:10][C:11]2[CH:16]=[CH:15][CH:14]=[C:13]([CH2:17][O:18][CH2:19][CH2:20][O:21][CH2:22][CH2:23][CH2:24][CH2:25][CH2:26][CH2:27][NH:28][CH2:29][C@@H:30]([C:32]3[CH:43]=[CH:42][C:35]4[O:36][C:37](C)([CH3:40])[O:38][CH2:39][C:34]=4[CH:33]=3)[OH:31])[CH:12]=2)=[O:9])=[CH:3][CH:2]=1. (5) Given the product [Cl:1][C:2]1[CH:3]=[CH:4][C:5]([C:17]#[N:18])=[C:6]([C:8]2[C:9]([C:15]#[N:16])=[CH:10][N:11]([CH:20]([CH3:24])[C:21]([OH:23])=[O:22])[C:12](=[O:14])[CH:13]=2)[CH:7]=1, predict the reactants needed to synthesize it. The reactants are: [Cl:1][C:2]1[CH:3]=[CH:4][C:5]([C:17]#[N:18])=[C:6]([C:8]2[C:9]([C:15]#[N:16])=[CH:10][NH:11][C:12](=[O:14])[CH:13]=2)[CH:7]=1.Br[CH:20]([CH3:24])[C:21]([OH:23])=[O:22]. (6) Given the product [NH:10]1[CH2:13][CH:12]([O:14][Si:5]([C:1]([CH3:4])([CH3:3])[CH3:2])([CH3:7])[CH3:6])[CH2:11]1, predict the reactants needed to synthesize it. The reactants are: [C:1]([Si:5](Cl)([CH3:7])[CH3:6])([CH3:4])([CH3:3])[CH3:2].Cl.[NH:10]1[CH2:13][CH:12]([OH:14])[CH2:11]1.C(N(C(C)C)C(C)C)C.